Dataset: Merck oncology drug combination screen with 23,052 pairs across 39 cell lines. Task: Regression. Given two drug SMILES strings and cell line genomic features, predict the synergy score measuring deviation from expected non-interaction effect. (1) Drug 2: CNC(=O)c1cc(Oc2ccc(NC(=O)Nc3ccc(Cl)c(C(F)(F)F)c3)cc2)ccn1. Synergy scores: synergy=-16.3. Cell line: EFM192B. Drug 1: COc1cc(C2c3cc4c(cc3C(OC3OC5COC(C)OC5C(O)C3O)C3COC(=O)C23)OCO4)cc(OC)c1O. (2) Drug 1: COc1cccc2c1C(=O)c1c(O)c3c(c(O)c1C2=O)CC(O)(C(=O)CO)CC3OC1CC(N)C(O)C(C)O1. Drug 2: NC1(c2ccc(-c3nc4ccn5c(=O)[nH]nc5c4cc3-c3ccccc3)cc2)CCC1. Cell line: A427. Synergy scores: synergy=10.8.